From a dataset of Forward reaction prediction with 1.9M reactions from USPTO patents (1976-2016). Predict the product of the given reaction. Given the reactants [CH:1]([C@H:4]1[NH:10][CH2:9][C:8]2[CH:11]=[CH:12][C:13]([C:15]([O:17][CH3:18])=[O:16])=[CH:14][C:7]=2[O:6][CH2:5]1)([CH3:3])[CH3:2].CN(C(ON1N=NC2C=CC=NC1=2)=[N+](C)C)C.F[P-](F)(F)(F)(F)F.[CH3:43][C:44]1([C:48](O)=[O:49])[CH2:47][CH2:46][CH2:45]1.CCN(C(C)C)C(C)C, predict the reaction product. The product is: [CH:1]([C@H:4]1[N:10]([C:48]([C:44]2([CH3:43])[CH2:47][CH2:46][CH2:45]2)=[O:49])[CH2:9][C:8]2[CH:11]=[CH:12][C:13]([C:15]([O:17][CH3:18])=[O:16])=[CH:14][C:7]=2[O:6][CH2:5]1)([CH3:3])[CH3:2].